Task: Regression. Given two drug SMILES strings and cell line genomic features, predict the synergy score measuring deviation from expected non-interaction effect.. Dataset: Merck oncology drug combination screen with 23,052 pairs across 39 cell lines (1) Drug 1: NC(=O)c1cccc2cn(-c3ccc(C4CCCNC4)cc3)nc12. Drug 2: CCC1(O)C(=O)OCc2c1cc1n(c2=O)Cc2cc3c(CN(C)C)c(O)ccc3nc2-1. Cell line: DLD1. Synergy scores: synergy=6.33. (2) Drug 1: C#Cc1cccc(Nc2ncnc3cc(OCCOC)c(OCCOC)cc23)c1. Drug 2: CCc1c2c(nc3ccc(O)cc13)-c1cc3c(c(=O)n1C2)COC(=O)C3(O)CC. Cell line: NCIH460. Synergy scores: synergy=67.8.